Dataset: Full USPTO retrosynthesis dataset with 1.9M reactions from patents (1976-2016). Task: Predict the reactants needed to synthesize the given product. Given the product [ClH:1].[CH2:20]([CH:18]([N:19]1[CH2:26][CH2:25][N:24]([C:2]2[CH:11]=[C:10]([CH3:12])[C:9]3[C:4](=[CH:5][CH:6]=[C:7]([F:13])[CH:8]=3)[N:3]=2)[CH2:23][CH2:32]1)[CH2:17][CH3:16])[CH3:21], predict the reactants needed to synthesize it. The reactants are: [Cl:1][C:2]1[CH:11]=[C:10]([CH3:12])[C:9]2[C:4](=[CH:5][CH:6]=[C:7]([F:13])[CH:8]=2)[N:3]=1.FC1[CH:21]=[CH:20][C:18]([NH2:19])=[CH:17][CH:16]=1.Cl[C:23]1[CH:32]=CC2[C:25](=[CH:26]C=CC=2)[N:24]=1.P(Cl)(Cl)(Cl)=O.